From a dataset of Forward reaction prediction with 1.9M reactions from USPTO patents (1976-2016). Predict the product of the given reaction. (1) Given the reactants [NH2:1][C:2]1[C:7]([C:8]([C:10]2[CH:15]=[C:14]([CH3:16])[CH:13]=[CH:12][C:11]=2[O:17][CH3:18])=[O:9])=[CH:6][N:5]=[C:4]([S:19][CH2:20][CH3:21])[N:3]=1.ClC1C=C(C=CC=1)C(OO)=[O:27], predict the reaction product. The product is: [NH2:1][C:2]1[C:7]([C:8]([C:10]2[CH:15]=[C:14]([CH3:16])[CH:13]=[CH:12][C:11]=2[O:17][CH3:18])=[O:9])=[CH:6][N:5]=[C:4]([S:19]([CH2:20][CH3:21])=[O:27])[N:3]=1. (2) Given the reactants [CH2:1]([O:3][C:4](=[O:22])[CH2:5][C:6]([N:8]([C:10]1[C:19]([F:20])=[C:18]([F:21])[CH:17]=[CH:16][C:11]=1[C:12]([O:14]C)=O)[CH3:9])=[O:7])[CH3:2].FC1C(NC)=C(C=CC=1F)C(OC)=O.C(=O)([O-])[O-].[K+].[K+].ClC(=O)CC(OCC)=O, predict the reaction product. The product is: [F:21][C:18]1[C:19]([F:20])=[C:10]2[C:11]([C:12]([OH:14])=[C:5]([C:4]([O:3][CH2:1][CH3:2])=[O:22])[C:6](=[O:7])[N:8]2[CH3:9])=[CH:16][CH:17]=1. (3) Given the reactants [O-:1][N+:2]1[C:7]2[CH:8]=[CH:9][CH:10]=[CH:11][C:6]=2[N+:5]([O-:12])=[C:4]([NH:13][CH2:14][CH2:15][CH2:16][N:17]([CH2:25][CH2:26][CH2:27][NH:28]C(=O)C(F)(F)F)[C:18](=[O:24])[O:19][C:20]([CH3:23])([CH3:22])[CH3:21])[N:3]=1.C([O-])([O-])=O.[K+].[K+], predict the reaction product. The product is: [NH2:28][CH2:27][CH2:26][CH2:25][N:17]([CH2:16][CH2:15][CH2:14][NH:13][C:4]1[N:3]=[N+:2]([O-:1])[C:7]2[CH:8]=[CH:9][CH:10]=[CH:11][C:6]=2[N+:5]=1[O-:12])[C:18](=[O:24])[O:19][C:20]([CH3:22])([CH3:23])[CH3:21]. (4) Given the reactants C(OC([NH:11][C@H:12]1[CH2:17][CH2:16][N:15]([C:18]2[CH:19]=[C:20]([CH:25]=[CH:26][CH:27]=2)[C:21]([O:23][CH3:24])=[O:22])[CH2:14][C@H:13]1[O:28][CH2:29][CH3:30])=O)C1C=CC=CC=1, predict the reaction product. The product is: [NH2:11][C@H:12]1[CH2:17][CH2:16][N:15]([C:18]2[CH:19]=[C:20]([CH:25]=[CH:26][CH:27]=2)[C:21]([O:23][CH3:24])=[O:22])[CH2:14][C@H:13]1[O:28][CH2:29][CH3:30].